This data is from Reaction yield outcomes from USPTO patents with 853,638 reactions. The task is: Predict the reaction yield, written as a fraction of the theoretical maximum amount of product (1.0 means a 100% yield; for example, 0.34 means a 34% yield). (1) The reactants are I[C:2]1[C:10]2[C:5](=[CH:6][C:7]([C@H:11]3[C@@:13]4([C:21]5[C:16](=[CH:17][CH:18]=[C:19]([O:22][CH3:23])[CH:20]=5)[NH:15][C:14]4=[O:24])[CH2:12]3)=[CH:8][CH:9]=2)[NH:4][N:3]=1.[C:25]([C:27]1[CH:34]=[CH:33][C:30]([CH:31]=[O:32])=[CH:29][CH:28]=1)#[CH:26].CN(C=O)C. The catalyst is Cl[Pd](Cl)([P](C1C=CC=CC=1)(C1C=CC=CC=1)C1C=CC=CC=1)[P](C1C=CC=CC=1)(C1C=CC=CC=1)C1C=CC=CC=1.[Cu]I.CCN(CC)CC. The product is [CH3:23][O:22][C:19]1[CH:20]=[C:21]2[C:16](=[CH:17][CH:18]=1)[NH:15][C:14](=[O:24])[C@:13]12[CH2:12][C@H:11]1[C:7]1[CH:6]=[C:5]2[C:10]([C:2]([C:26]#[C:25][C:27]3[CH:34]=[CH:33][C:30]([CH:31]=[O:32])=[CH:29][CH:28]=3)=[N:3][NH:4]2)=[CH:9][CH:8]=1. The yield is 0.630. (2) The catalyst is C(Cl)(Cl)(Cl)Cl. The product is [Br:1][C:2]1[CH:7]=[CH:6][C:5]([CH2:8][Br:17])=[CH:4][C:3]=1[Cl:9]. The yield is 0.820. The reactants are [Br:1][C:2]1[CH:7]=[CH:6][C:5]([CH3:8])=[CH:4][C:3]=1[Cl:9].C1C(=O)N([Br:17])C(=O)C1.CC(N=NC(C#N)(C)C)(C#N)C. (3) The reactants are [CH2:1]([S:3]([OH:6])(=[O:5])=[O:4])[CH3:2].[CH3:7][CH2:8][O:9][C:10]([C:12]1[CH:17]([C:18]2[CH:19]=[CH:20][CH:21]=[CH:22][C:23]=2[Cl:24])[C:16]([C:25]([O:27][CH3:28])=[O:26])=[C:15]([CH3:29])[NH:14][C:13]=1[CH2:30][O:31][CH2:32][CH2:33][NH2:34])=[O:11]. The catalyst is CO. The product is [CH3:7][CH2:8][O:9][C:10]([C:12]1[CH:17]([C:18]2[CH:19]=[CH:20][CH:21]=[CH:22][C:23]=2[Cl:24])[C:16]([C:25]([O:27][CH3:28])=[O:26])=[C:15]([CH3:29])[NH:14][C:13]=1[CH2:30][O:31][CH2:32][CH2:33][NH2:34])=[O:11].[CH2:1]([S:3]([O-:6])(=[O:5])=[O:4])[CH3:2]. The yield is 0.900. (4) The reactants are Br[C:2]1[CH:3]=[N:4][CH:5]=[C:6]([CH:10]=1)[C:7]([OH:9])=[O:8].[C:11]1(B(O)O)[CH:16]=[CH:15][CH:14]=[CH:13][CH:12]=1.C(=O)([O-])[O-].[Na+].[Na+].C1(C)C=CC=CC=1. The catalyst is C(O)C.C1C=CC([P]([Pd]([P](C2C=CC=CC=2)(C2C=CC=CC=2)C2C=CC=CC=2)([P](C2C=CC=CC=2)(C2C=CC=CC=2)C2C=CC=CC=2)[P](C2C=CC=CC=2)(C2C=CC=CC=2)C2C=CC=CC=2)(C2C=CC=CC=2)C2C=CC=CC=2)=CC=1.O. The product is [C:11]1([C:2]2[CH:3]=[N:4][CH:5]=[C:6]([CH:10]=2)[C:7]([OH:9])=[O:8])[CH:16]=[CH:15][CH:14]=[CH:13][CH:12]=1. The yield is 0.670.